Dataset: Peptide-MHC class I binding affinity with 185,985 pairs from IEDB/IMGT. Task: Regression. Given a peptide amino acid sequence and an MHC pseudo amino acid sequence, predict their binding affinity value. This is MHC class I binding data. (1) The peptide sequence is VYSFDESSF. The MHC is HLA-B08:03 with pseudo-sequence HLA-B08:03. The binding affinity (normalized) is 0.0847. (2) The peptide sequence is KTAVVVTRY. The MHC is HLA-B15:01 with pseudo-sequence HLA-B15:01. The binding affinity (normalized) is 0.398. (3) The MHC is HLA-A69:01 with pseudo-sequence HLA-A69:01. The peptide sequence is TYIGSLPGK. The binding affinity (normalized) is 0.0847. (4) The peptide sequence is LASAILNAHK. The MHC is HLA-B58:01 with pseudo-sequence HLA-B58:01. The binding affinity (normalized) is 0.247. (5) The peptide sequence is SPVMGVIGF. The MHC is HLA-B15:01 with pseudo-sequence HLA-B15:01. The binding affinity (normalized) is 0.0847. (6) The peptide sequence is KGFSEEHNTW. The MHC is H-2-Dd with pseudo-sequence H-2-Dd. The binding affinity (normalized) is 0.274.